The task is: Predict the reaction yield, written as a fraction of the theoretical maximum amount of product (1.0 means a 100% yield; for example, 0.34 means a 34% yield).. This data is from Reaction yield outcomes from USPTO patents with 853,638 reactions. The yield is 0.410. The reactants are [F:1][C:2]1[CH:7]=[CH:6][C:5]([C:8]2[S:12][C:11]3[CH:13]=[C:14]([O:17]C)[CH:15]=[CH:16][C:10]=3[C:9]=2[O:19][C:20]2[CH:33]=[CH:32][C:23](/[CH:24]=[CH:25]/[C:26]3[O:30][C:29](=[O:31])[NH:28][N:27]=3)=[CH:22][CH:21]=2)=[C:4]([CH3:34])[CH:3]=1.B(Br)(Br)Br. The catalyst is C(Cl)Cl. The product is [F:1][C:2]1[CH:7]=[CH:6][C:5]([C:8]2[S:12][C:11]3[CH:13]=[C:14]([OH:17])[CH:15]=[CH:16][C:10]=3[C:9]=2[O:19][C:20]2[CH:21]=[CH:22][C:23](/[CH:24]=[CH:25]/[C:26]3[O:30][C:29](=[O:31])[NH:28][N:27]=3)=[CH:32][CH:33]=2)=[C:4]([CH3:34])[CH:3]=1.